From a dataset of Full USPTO retrosynthesis dataset with 1.9M reactions from patents (1976-2016). Predict the reactants needed to synthesize the given product. (1) Given the product [F:11][C:12]1[CH:13]=[CH:14][C:15]([C:20]2[CH:29]=[CH:28][C:27]3[C:22](=[CH:23][CH:24]=[C:25]([S:30]([C:33]4[CH:38]=[CH:37][CH:36]=[CH:35][CH:34]=4)(=[O:32])=[O:31])[CH:26]=3)[CH:21]=2)=[C:16]([CH2:17][OH:41])[CH:19]=1, predict the reactants needed to synthesize it. The reactants are: [H-].C([Al+]CC(C)C)C(C)C.[F:11][C:12]1[CH:13]=[CH:14][C:15]([C:20]2[CH:29]=[CH:28][C:27]3[C:22](=[CH:23][CH:24]=[C:25]([S:30]([C:33]4[CH:38]=[CH:37][CH:36]=[CH:35][CH:34]=4)(=[O:32])=[O:31])[CH:26]=3)[CH:21]=2)=[C:16]([CH:19]=1)[C:17]#N.[BH4-].[Na+].[OH2:41]. (2) The reactants are: [CH3:1][O:2][C:3]1[CH:30]=[CH:29][C:6]([CH2:7][N:8]2[C:12](I)=[C:11]([C:14]3[CH:19]=[CH:18][CH:17]=[CH:16][CH:15]=3)[N:10]=[C:9]2[CH2:20][O:21][Si](C(C)(C)C)(C)C)=[CH:5][CH:4]=1.[CH:31]([S:34]([N:37]1[C:41]2[CH:42]=[C:43](B(O)O)[CH:44]=[CH:45][C:40]=2[N:39]=[C:38]1[NH2:49])(=[O:36])=[O:35])([CH3:33])[CH3:32].C(=O)([O-])[O-].[Na+].[Na+]. Given the product [CH:31]([S:34]([N:37]1[C:41]2[CH:42]=[C:43]([C:12]3[N:8]([CH2:7][C:6]4[CH:5]=[CH:4][C:3]([O:2][CH3:1])=[CH:30][CH:29]=4)[C:9]([CH2:20][OH:21])=[N:10][C:11]=3[C:14]3[CH:19]=[CH:18][CH:17]=[CH:16][CH:15]=3)[CH:44]=[CH:45][C:40]=2[N:39]=[C:38]1[NH2:49])(=[O:35])=[O:36])([CH3:33])[CH3:32], predict the reactants needed to synthesize it. (3) Given the product [Cl:1][C:2]1[CH:7]=[CH:6][C:5]([CH2:8][N:15]2[CH2:16][CH2:17][CH:12]([CH3:11])[CH2:13][CH2:14]2)=[CH:4][N+:3]=1[O-:10], predict the reactants needed to synthesize it. The reactants are: [Cl:1][C:2]1[CH:7]=[CH:6][C:5]([CH2:8]Cl)=[CH:4][N+:3]=1[O-:10].[CH3:11][CH:12]1[CH2:17][CH2:16][NH:15][CH2:14][CH2:13]1.[I-].[K+].C(=O)([O-])[O-]. (4) Given the product [CH2:10]([CH:1]1[O:8][Si:14]([CH2:17][CH3:18])([CH2:15][CH3:16])[C:3]2[CH:4]=[CH:5][CH:6]=[CH:7][C:2]1=2)[CH2:11][CH2:12][CH3:13], predict the reactants needed to synthesize it. The reactants are: [CH:1](=[O:8])[C:2]1[CH:7]=[CH:6][CH:5]=[CH:4][CH:3]=1.[Li][CH2:10][CH2:11][CH2:12][CH3:13].[SiH:14](Cl)([CH2:17][CH3:18])[CH2:15][CH3:16]. (5) Given the product [Cl:27][C:28]1[C:33]([C:2]2[CH:3]=[C:4]([CH2:17][N:18]([CH3:26])[C:19](=[O:25])[O:20][C:21]([CH3:24])([CH3:23])[CH3:22])[S:5][C:6]=2[S:7]([C:10]2[CH:15]=[CH:14][CH:13]=[C:12]([F:16])[CH:11]=2)(=[O:9])=[O:8])=[CH:32][CH:31]=[CH:30][N:29]=1, predict the reactants needed to synthesize it. The reactants are: Br[C:2]1[CH:3]=[C:4]([CH2:17][N:18]([CH3:26])[C:19](=[O:25])[O:20][C:21]([CH3:24])([CH3:23])[CH3:22])[S:5][C:6]=1[S:7]([C:10]1[CH:15]=[CH:14][CH:13]=[C:12]([F:16])[CH:11]=1)(=[O:9])=[O:8].[Cl:27][C:28]1[C:33](B(O)O)=[CH:32][CH:31]=[CH:30][N:29]=1.C(=O)([O-])[O-].[Na+].[Na+].COCCOC. (6) Given the product [Cl:1][C:2]1[CH:3]=[C:4]([C:10](=[O:18])/[CH:11]=[CH:12]/[C:13]([C:19]2[CH:24]=[CH:23][CH:22]=[CH:21][CH:20]=2)=[O:15])[CH:5]=[CH:6][C:7]=1[O:8][CH3:9], predict the reactants needed to synthesize it. The reactants are: [Cl:1][C:2]1[CH:3]=[C:4]([C:10](=[O:18])/[CH:11]=[CH:12]/[C:13]([O:15]CC)=O)[CH:5]=[CH:6][C:7]=1[O:8][CH3:9].[C:19]1([Mg]Br)[CH:24]=[CH:23][CH:22]=[CH:21][CH:20]=1.[Cl-].[NH4+].